This data is from Forward reaction prediction with 1.9M reactions from USPTO patents (1976-2016). The task is: Predict the product of the given reaction. (1) Given the reactants [CH3:1][C:2]1[NH:11][C:10](=O)[C:9]2[CH2:8][CH2:7][CH2:6][C:5]([CH2:16][CH2:17][CH3:18])([CH2:13][CH2:14][CH3:15])[C:4]=2[N:3]=1.O=P(Cl)(Cl)[Cl:21], predict the reaction product. The product is: [Cl:21][C:10]1[C:9]2[CH2:8][CH2:7][CH2:6][C:5]([CH2:16][CH2:17][CH3:18])([CH2:13][CH2:14][CH3:15])[C:4]=2[N:3]=[C:2]([CH3:1])[N:11]=1. (2) Given the reactants [CH3:1][CH:2]1[CH2:7][CH2:6][C:5](=O)[CH:4]([CH2:9][C:10](=O)[C:11]2[CH:12]=[N:13][CH:14]=[CH:15][CH:16]=2)[CH2:3]1.[NH2:18][C:19]1[CH:27]=[CH:26][C:22]([C:23]([OH:25])=[O:24])=[CH:21][CH:20]=1, predict the reaction product. The product is: [CH3:1][CH:2]1[CH2:7][CH2:6][C:5]2[N:18]([C:19]3[CH:27]=[CH:26][C:22]([C:23]([OH:25])=[O:24])=[CH:21][CH:20]=3)[C:10]([C:11]3[CH:12]=[N:13][CH:14]=[CH:15][CH:16]=3)=[CH:9][C:4]=2[CH2:3]1. (3) Given the reactants C([O:4][CH2:5][C:6]([N:8]1[CH2:13][C@@H:12]([NH:14][CH2:15][C:16]2[CH:17]=[CH:18][C:19]3[O:20][CH2:21][C:22](=[O:26])[NH:23][C:24]=3[N:25]=2)[CH2:11][CH2:10][C@@H:9]1[CH2:27][CH2:28][C:29]1[C:38]2[C:33](=[CH:34][CH:35]=[C:36]([O:39][CH3:40])[N:37]=2)[N:32]=[CH:31][C:30]=1[Cl:41])=[O:7])(=O)C, predict the reaction product. The product is: [Cl:41][C:30]1[CH:31]=[N:32][C:33]2[C:38]([C:29]=1[CH2:28][CH2:27][C@@H:9]1[N:8]([C:6](=[O:7])[CH2:5][OH:4])[CH2:13][C@@H:12]([NH:14][CH2:15][C:16]3[CH:17]=[CH:18][C:19]4[O:20][CH2:21][C:22](=[O:26])[NH:23][C:24]=4[N:25]=3)[CH2:11][CH2:10]1)=[N:37][C:36]([O:39][CH3:40])=[CH:35][CH:34]=2. (4) The product is: [F:37][C:38]1[C:43]([F:44])=[CH:42][CH:41]=[CH:40][C:39]=1[C:8]1[CH:7]=[CH:6][C:5]2[C:10](=[CH:11][CH:12]=[C:3]([O:2][CH3:1])[CH:4]=2)[C:9]=1[O:13][C:14]1[CH:15]=[CH:16][C:17]([O:20][CH2:21][CH2:22][N:23]2[CH2:24][CH2:25][CH2:26][CH2:27][CH2:28]2)=[CH:18][CH:19]=1. Given the reactants [CH3:1][O:2][C:3]1[CH:4]=[C:5]2[C:10](=[CH:11][CH:12]=1)[C:9]([O:13][C:14]1[CH:19]=[CH:18][C:17]([O:20][CH2:21][CH2:22][N:23]3[CH2:28][CH2:27][CH2:26][CH2:25][CH2:24]3)=[CH:16][CH:15]=1)=[C:8](OS(C(F)(F)F)(=O)=O)[CH:7]=[CH:6]2.[F:37][C:38]1[C:43]([F:44])=[CH:42][CH:41]=[CH:40][C:39]=1B(O)O.[F-].[Cs+].C1(P(C2CCCCC2)C2CCCCC2)CCCCC1, predict the reaction product. (5) Given the reactants [CH3:1][NH2:2].[CH3:3][O:4][C:5](=[O:10])[CH2:6][C:7](=O)[CH3:8].[CH3:11][O:12][C:13](=[O:16])[C:14]#[CH:15], predict the reaction product. The product is: [CH3:11][O:12][C:13](=[O:16])[CH:14]=[CH:15][C:6](=[C:7]([NH:2][CH3:1])[CH3:8])[C:5]([O:4][CH3:3])=[O:10]. (6) Given the reactants [CH3:1][N:2]([CH:10]1[CH2:15][CH2:14][N:13]([CH3:16])[CH2:12][CH2:11]1)[C:3]1[CH:8]=[CH:7][CH:6]=[C:5]([NH2:9])[N:4]=1.[Cl:17][C:18]1[CH:26]=[CH:25][CH:24]=[C:23]([F:27])[C:19]=1[C:20](Cl)=[O:21], predict the reaction product. The product is: [ClH:17].[Cl:17][C:18]1[CH:26]=[CH:25][CH:24]=[C:23]([F:27])[C:19]=1[C:20]([NH:9][C:5]1[CH:6]=[CH:7][CH:8]=[C:3]([N:2]([CH3:1])[CH:10]2[CH2:15][CH2:14][N:13]([CH3:16])[CH2:12][CH2:11]2)[N:4]=1)=[O:21].